From a dataset of Forward reaction prediction with 1.9M reactions from USPTO patents (1976-2016). Predict the product of the given reaction. (1) Given the reactants Cl[C:2]1[CH:9]=[CH:8][C:5]([C:6]#[N:7])=[CH:4][C:3]=1[N+:10]([O-:12])=[O:11].[CH:13]1([NH2:19])[CH2:18][CH2:17][CH2:16][CH2:15][CH2:14]1.O, predict the reaction product. The product is: [CH:13]1([NH:19][C:2]2[CH:9]=[CH:8][C:5]([C:6]#[N:7])=[CH:4][C:3]=2[N+:10]([O-:12])=[O:11])[CH2:18][CH2:17][CH2:16][CH2:15][CH2:14]1. (2) Given the reactants [CH3:1][O:2][C:3]1[CH:4]=[C:5]([CH2:10][C:11]([OH:13])=O)[CH:6]=[CH:7][C:8]=1[CH3:9].C1C=CC2N(O)N=NC=2C=1.C(Cl)CCl.[CH2:28]([O:35][C:36]1[CH:69]=[CH:68][C:39]([C:40]([O:42][C:43]2[CH:48]=[CH:47][C:46]([CH2:49][N:50]([CH2:60][C:61]([O:63][C:64]([CH3:67])([CH3:66])[CH3:65])=[O:62])[C:51](=[O:59])[C:52]3[CH:57]=[CH:56][C:55]([NH2:58])=[CH:54][CH:53]=3)=[CH:45][CH:44]=2)=[O:41])=[CH:38][CH:37]=1)[CH2:29][CH2:30][CH2:31][CH2:32][CH2:33][CH3:34], predict the reaction product. The product is: [CH2:28]([O:35][C:36]1[CH:69]=[CH:68][C:39]([C:40]([O:42][C:43]2[CH:48]=[CH:47][C:46]([CH2:49][N:50]([CH2:60][C:61]([O:63][C:64]([CH3:67])([CH3:66])[CH3:65])=[O:62])[C:51](=[O:59])[C:52]3[CH:53]=[CH:54][C:55]([NH:58][C:11](=[O:13])[CH2:10][C:5]4[CH:6]=[CH:7][C:8]([CH3:9])=[C:3]([O:2][CH3:1])[CH:4]=4)=[CH:56][CH:57]=3)=[CH:45][CH:44]=2)=[O:41])=[CH:38][CH:37]=1)[CH2:29][CH2:30][CH2:31][CH2:32][CH2:33][CH3:34]. (3) Given the reactants Br[C:2]1[CH:7]=[C:6]([F:8])[CH:5]=[C:4]([Br:9])[CH:3]=1.CC1(C)C(C)(C)OB([C:18]2[CH:19]=[N:20][CH:21]=[CH:22][CH:23]=2)O1.C([O-])([O-])=O.[K+].[K+], predict the reaction product. The product is: [Br:9][C:4]1[CH:3]=[C:2]([C:18]2[CH:19]=[N:20][CH:21]=[CH:22][CH:23]=2)[CH:7]=[C:6]([F:8])[CH:5]=1. (4) Given the reactants [N:1]1([C:11]([O:13][C:14]([CH3:17])([CH3:16])[CH3:15])=[O:12])[CH:5]=[C:4]([C:6](OCC)=[O:7])[CH:3]=[N:2]1.[H-].C([Al+]CC(C)C)C(C)C.C1(C)C=CC=CC=1.CO.O.O.O.O.C(C(C(C([O-])=O)O)O)([O-])=O.[Na+].[K+], predict the reaction product. The product is: [OH:7][CH2:6][C:4]1[CH:3]=[N:2][N:1]([C:11]([O:13][C:14]([CH3:17])([CH3:16])[CH3:15])=[O:12])[CH:5]=1. (5) Given the reactants Cl.[F:2][CH2:3][CH2:4][CH2:5][NH2:6].CC1C=CC(S(O[CH2:18][C@@H:19]2[O:24][C:23]3[CH:25]=[C:26]([S:30]([CH3:33])(=[O:32])=[O:31])[CH:27]=[C:28]([Cl:29])[C:22]=3[O:21][CH2:20]2)(=O)=O)=CC=1.FCCCN, predict the reaction product. The product is: [Cl:29][C:28]1[C:22]2[O:21][CH2:20][C@H:19]([CH2:18][NH:6][CH2:5][CH2:4][CH2:3][F:2])[O:24][C:23]=2[CH:25]=[C:26]([S:30]([CH3:33])(=[O:32])=[O:31])[CH:27]=1.